Dataset: Reaction yield outcomes from USPTO patents with 853,638 reactions. Task: Predict the reaction yield, written as a fraction of the theoretical maximum amount of product (1.0 means a 100% yield; for example, 0.34 means a 34% yield). (1) The reactants are [CH3:1][S:2]([C:5]1[CH:6]=[CH:7][C:8]([N:14]2[CH2:18][CH2:17][CH2:16][CH2:15]2)=[C:9]([CH:13]=1)[C:10]([OH:12])=[O:11])(=[O:4])=[O:3].Cl[C:20]1C=CC(S(CC)(=O)=O)=CC=1C(O)=O.N1CCCC1. No catalyst specified. The product is [CH2:1]([S:2]([C:5]1[CH:6]=[CH:7][C:8]([N:14]2[CH2:18][CH2:17][CH2:16][CH2:15]2)=[C:9]([CH:13]=1)[C:10]([OH:12])=[O:11])(=[O:4])=[O:3])[CH3:20]. The yield is 0.730. (2) The reactants are [CH3:1][O:2][C:3]1[C:11]([N+:12]([O-:14])=[O:13])=[CH:10][CH:9]=[CH:8][C:4]=1[C:5]([OH:7])=O.[CH3:15][N:16]1[CH2:21][CH2:20][NH:19][CH2:18][CH2:17]1.O.ON1C2C=CC=CC=2N=N1.C([O-])(O)=O.[Na+]. The catalyst is CN(C)C=O. The product is [CH3:1][O:2][C:3]1[C:11]([N+:12]([O-:14])=[O:13])=[CH:10][CH:9]=[CH:8][C:4]=1[C:5]([N:19]1[CH2:20][CH2:21][N:16]([CH3:15])[CH2:17][CH2:18]1)=[O:7]. The yield is 0.440.